Task: Binary Classification. Given a drug SMILES string, predict its activity (active/inactive) in a high-throughput screening assay against a specified biological target.. Dataset: KCNQ2 potassium channel screen with 302,405 compounds The molecule is O1CCN(C(=O)C2CCCN(C2)Cc2nc(oc2C)c2ccc(cc2)C)CC1. The result is 0 (inactive).